Dataset: TCR-epitope binding with 47,182 pairs between 192 epitopes and 23,139 TCRs. Task: Binary Classification. Given a T-cell receptor sequence (or CDR3 region) and an epitope sequence, predict whether binding occurs between them. (1) The epitope is IVTDFSVIK. The TCR CDR3 sequence is CASSTGFSDTQYF. Result: 1 (the TCR binds to the epitope). (2) The epitope is LLFNKVTLA. The TCR CDR3 sequence is CASSQTTSGGYEQFF. Result: 1 (the TCR binds to the epitope). (3) The epitope is LEPLVDLPI. The TCR CDR3 sequence is CASTEGDGRTDTQYF. Result: 1 (the TCR binds to the epitope). (4) The epitope is IVTDFSVIK. The TCR CDR3 sequence is CASSDSRRGTGTYEQYF. Result: 1 (the TCR binds to the epitope).